Predict the reactants needed to synthesize the given product. From a dataset of Full USPTO retrosynthesis dataset with 1.9M reactions from patents (1976-2016). (1) Given the product [CH2:1]([O:3][C:4](=[O:13])[CH2:5][C:6]1[C:19]2[C:18](=[CH:17][CH:16]=[C:15]([CH3:23])[CH:20]=2)[NH:21][C:7]=1[C:8]([F:11])([F:10])[F:9])[CH3:2], predict the reactants needed to synthesize it. The reactants are: [CH2:1]([O:3][C:4](=[O:13])[CH2:5][CH2:6][C:7](=O)[C:8]([F:11])([F:10])[F:9])[CH3:2].Cl.[C:15]1([CH3:23])[CH:20]=[CH:19][C:18]([NH:21]N)=[CH:17][CH:16]=1.Cl. (2) Given the product [NH2:1][C:2]1[C:7]([C:8]([C:10]2[CH:15]=[CH:14][CH:13]=[C:12]([F:16])[CH:11]=2)=[O:9])=[CH:6][N:5]=[C:4]([NH:33][C:32]2[CH:31]=[CH:30][C:29]([N:26]3[CH2:25][CH2:24][N:23]([CH3:22])[CH2:28][CH2:27]3)=[CH:35][CH:34]=2)[N:3]=1, predict the reactants needed to synthesize it. The reactants are: [NH2:1][C:2]1[C:7]([C:8]([C:10]2[CH:15]=[CH:14][CH:13]=[C:12]([F:16])[CH:11]=2)=[O:9])=[CH:6][N:5]=[C:4](S(CC)(=O)=O)[N:3]=1.[CH3:22][N:23]1[CH2:28][CH2:27][N:26]([C:29]2[CH:35]=[CH:34][C:32]([NH2:33])=[CH:31][CH:30]=2)[CH2:25][CH2:24]1.O.C1(C)C=CC(S(O)(=O)=O)=CC=1.